Dataset: Reaction yield outcomes from USPTO patents with 853,638 reactions. Task: Predict the reaction yield, written as a fraction of the theoretical maximum amount of product (1.0 means a 100% yield; for example, 0.34 means a 34% yield). (1) The reactants are O[C:2](=[CH:8][C:9]1[CH:14]=[CH:13][CH:12]=[CH:11][CH:10]=1)[C:3]([O:5][CH2:6][CH3:7])=[O:4].N1C=CC=CC=1.[F:21][C:22]([F:35])([F:34])[S:23]([O:26]S(C(F)(F)F)(=O)=O)(=[O:25])=[O:24].[ClH:36].C([O-])(O)=O.[Na+]. The catalyst is ClCCl. The product is [Cl:36][C:11]1[CH:10]=[C:9]([CH:14]=[CH:13][C:12]=1[O:26][S:23]([C:22]([F:35])([F:34])[F:21])(=[O:24])=[O:25])/[CH:8]=[CH:2]/[C:3]([O:5][CH2:6][CH3:7])=[O:4]. The yield is 0.980. (2) The reactants are [NH:1]1[C:5]2[CH:6]=[CH:7][CH:8]=[CH:9][C:4]=2[N:3]=[C:2]1[CH2:10][N:11]1[C@@H:24]2[C@@H:15]([CH2:16][CH2:17][C:18]3[C:23]2=[N:22][CH:21]=[CH:20][CH:19]=3)[CH2:14][CH2:13][CH2:12]1.Br[CH2:26][CH2:27][CH2:28][CH2:29][N:30]1C(=O)C2C(=CC=CC=2)C1=O.[I-].[K+].C(N(CC)C(C)C)(C)C.NN. The catalyst is CN(C)C=O. The product is [N:11]1([CH2:10][C:2]2[N:3]([CH2:26][CH2:27][CH2:28][CH2:29][NH2:30])[C:4]3[CH:9]=[CH:8][CH:7]=[CH:6][C:5]=3[N:1]=2)[C@@H:24]2[C@@H:15]([CH2:16][CH2:17][C:18]3[C:23]2=[N:22][CH:21]=[CH:20][CH:19]=3)[CH2:14][CH2:13][CH2:12]1. The yield is 0.180. (3) The reactants are Cl.[NH2:2][CH2:3][C:4]1([C:17](=[O:26])[NH:18][C:19]2[CH:24]=[CH:23][C:22]([Cl:25])=[CH:21][N:20]=2)[CH2:9][CH2:8][N:7]([C:10](OC(C)(C)C)=O)[CH2:6][CH2:5]1.ClC1[C:29]2[CH:36]=[CH:35][NH:34][C:30]=2[N:31]=[CH:32][N:33]=1.C(N(C(C)C)C(C)C)C. The catalyst is C1COCC1.C(O)CCC. The product is [NH2:2][CH2:3][C:4]1([C:17]([NH:18][C:19]2[CH:24]=[CH:23][C:22]([Cl:25])=[CH:21][N:20]=2)=[O:26])[CH2:5][CH2:6][N:7]([C:10]2[C:29]3[CH:36]=[CH:35][NH:34][C:30]=3[N:31]=[CH:32][N:33]=2)[CH2:8][CH2:9]1. The yield is 0.0860. (4) The reactants are [CH2:1]([O:8][CH2:9][N:10]1[C:18]2[C:17](=[O:19])[N:16](C)[C:15](=O)[N:14]([C:22]3[CH:27]=[CH:26][C:25]([Cl:28])=[CH:24][C:23]=3[Cl:29])[C:13]=2[N:12]=[C:11]1[CH2:30][CH3:31])[C:2]1[CH:7]=[CH:6][CH:5]=[CH:4][CH:3]=1.CCO.[OH-].[Na+].C([O-])(O)=O.[Na+]. The catalyst is O1CCOCC1. The product is [CH2:1]([O:8][CH2:9][N:10]1[C:18]([C:17]([NH:16][CH3:15])=[O:19])=[C:13]([NH:14][C:22]2[CH:27]=[CH:26][C:25]([Cl:28])=[CH:24][C:23]=2[Cl:29])[N:12]=[C:11]1[CH2:30][CH3:31])[C:2]1[CH:3]=[CH:4][CH:5]=[CH:6][CH:7]=1. The yield is 0.590. (5) The reactants are [CH2:1]([O:3][C:4]1[N:9]=[CH:8][C:7]([S:10]([N:13]2[CH2:18][CH2:17][N:16]([CH2:19][CH3:20])[CH2:15][CH2:14]2)(=[O:12])=[O:11])=[CH:6][C:5]=1[CH:21]=O)[CH3:2].[NH2:23][C:24]1[C:25]([C:38]([NH2:40])=[O:39])=[N:26][N:27]([CH2:31][C:32]2[CH:37]=[CH:36][CH:35]=[CH:34][N:33]=2)[C:28]=1[CH2:29][CH3:30]. The catalyst is C1(C)C=CC=CC=1. The product is [CH2:1]([O:3][C:4]1[N:9]=[CH:8][C:7]([S:10]([N:13]2[CH2:18][CH2:17][N:16]([CH2:19][CH3:20])[CH2:15][CH2:14]2)(=[O:11])=[O:12])=[CH:6][C:5]=1[CH:21]1[NH:23][C:24]2=[C:28]([CH2:29][CH3:30])[N:27]([CH2:31][C:32]3[CH:37]=[CH:36][CH:35]=[CH:34][N:33]=3)[N:26]=[C:25]2[C:38](=[O:39])[NH:40]1)[CH3:2]. The yield is 0.520. (6) The reactants are [NH2:1][C:2]1[CH:7]=[C:6](I)[C:5]([Cl:9])=[CH:4][C:3]=1[OH:10].[CH:11]1([Mg]Br)[CH2:13][CH2:12]1. The catalyst is C1COCC1.C1C=CC(P(C2C=CC=CC=2)[C-]2C=CC=C2)=CC=1.C1C=CC(P(C2C=CC=CC=2)[C-]2C=CC=C2)=CC=1.Cl[Pd]Cl.[Fe+2]. The product is [NH2:1][C:2]1[CH:7]=[C:6]([CH:11]2[CH2:13][CH2:12]2)[C:5]([Cl:9])=[CH:4][C:3]=1[OH:10]. The yield is 0.630. (7) The reactants are [Cl:1][CH:2]([C:14]1[CH:19]=[CH:18][CH:17]=[CH:16][CH:15]=1)[C:3]([C:5]1[C:13]2[C:8](=[CH:9][CH:10]=[CH:11][CH:12]=2)[NH:7][CH:6]=1)=[O:4].[H-].[Na+].Cl[S:23]([CH:26]1[CH2:31][CH2:30][N:29]([C:32]([O:34][CH2:35][C:36]2[CH:41]=[CH:40][CH:39]=[CH:38][CH:37]=2)=[O:33])[CH2:28][CH2:27]1)(=[O:25])=[O:24].O. The catalyst is CN(C=O)C.CN(C1C=CN=CC=1)C. The product is [Cl:1][CH:2]([C:14]1[CH:19]=[CH:18][CH:17]=[CH:16][CH:15]=1)[C:3]([C:5]1[C:13]2[C:8](=[CH:9][CH:10]=[CH:11][CH:12]=2)[N:7]([S:23]([CH:26]2[CH2:27][CH2:28][N:29]([C:32]([O:34][CH2:35][C:36]3[CH:41]=[CH:40][CH:39]=[CH:38][CH:37]=3)=[O:33])[CH2:30][CH2:31]2)(=[O:24])=[O:25])[CH:6]=1)=[O:4]. The yield is 0.780. (8) The reactants are [Cl:1][C:2]1[CH:7]=[CH:6][C:5]([CH2:8][CH2:9][C:10]([O:12][C:13]([CH3:16])([CH3:15])[CH3:14])=[O:11])=[CH:4][C:3]=1[CH2:17]O.[Br:19]P(Br)(C1C=CC=CC=1)(C1C=CC=CC=1)C1C=CC=CC=1. The catalyst is C(Cl)Cl. The product is [Br:19][CH2:17][C:3]1[CH:4]=[C:5]([CH2:8][CH2:9][C:10]([O:12][C:13]([CH3:16])([CH3:15])[CH3:14])=[O:11])[CH:6]=[CH:7][C:2]=1[Cl:1]. The yield is 0.460.